This data is from Full USPTO retrosynthesis dataset with 1.9M reactions from patents (1976-2016). The task is: Predict the reactants needed to synthesize the given product. (1) Given the product [Cl:23][C:24]1[CH:29]=[CH:28][C:27]([F:30])=[CH:26][C:25]=1[N:31]1[C:32](=[O:39])[CH2:33][N:34]([CH2:9][C@H:7]([NH:8][S:10]([C:13]2[CH:18]=[CH:17][CH:16]=[CH:15][C:14]=2[N+:19]([O-:21])=[O:20])(=[O:12])=[O:11])[C@@H:5]2[CH2:6][C@@H:2]([CH3:1])[C:3](=[O:22])[O:4]2)[C:35]([CH3:38])([CH3:37])[CH2:36]1, predict the reactants needed to synthesize it. The reactants are: [CH3:1][C@@H:2]1[CH2:6][C@@H:5]([CH:7]2[CH2:9][N@@:8]2[S:10]([C:13]2[CH:18]=[CH:17][CH:16]=[CH:15][C:14]=2[N+:19]([O-:21])=[O:20])(=[O:12])=[O:11])[O:4][C:3]1=[O:22].[Cl:23][C:24]1[CH:29]=[CH:28][C:27]([F:30])=[CH:26][C:25]=1[N:31]1[CH2:36][C:35]([CH3:38])([CH3:37])[NH:34][CH2:33][C:32]1=[O:39]. (2) Given the product [F:1][C:2]1[CH:7]=[CH:6][C:5]([CH2:8][C:9]2[CH:18]=[C:17]3[C:12]([C:13]([OH:32])=[C:14]([C:21]([NH:23][CH2:24][CH2:25][P:26]([NH:37][CH2:36][CH2:35][O:34][CH3:33])(=[O:30])[O:27][CH2:28][CH3:29])=[O:22])[C:15](=[O:20])[N:16]3[CH3:19])=[N:11][CH:10]=2)=[CH:4][CH:3]=1, predict the reactants needed to synthesize it. The reactants are: [F:1][C:2]1[CH:7]=[CH:6][C:5]([CH2:8][C:9]2[CH:18]=[C:17]3[C:12]([C:13]([OH:32])=[C:14]([C:21]([NH:23][CH2:24][CH2:25][P:26](=O)([OH:30])[O:27][CH2:28][CH3:29])=[O:22])[C:15](=[O:20])[N:16]3[CH3:19])=[N:11][CH:10]=2)=[CH:4][CH:3]=1.[CH3:33][O:34][CH2:35][CH2:36][NH2:37].C(N(CC)CC)C.CN(C(ON1N=NC2C=CC=NC1=2)=[N+](C)C)C.F[P-](F)(F)(F)(F)F. (3) Given the product [Cl:3][C:4]1[CH:5]=[CH:6][C:7]([CH2:8][CH:9]2[CH2:17][C:16]3[C:11](=[CH:12][CH:13]=[C:14]([O:18][CH3:19])[CH:15]=3)[C:10]2=[O:20])=[CH:21][CH:22]=1, predict the reactants needed to synthesize it. The reactants are: [Se].[Na].[Cl:3][C:4]1[CH:22]=[CH:21][C:7]([CH:8]=[C:9]2[CH2:17][C:16]3[C:11](=[CH:12][CH:13]=[C:14]([O:18][CH3:19])[CH:15]=3)[C:10]2=[O:20])=[CH:6][CH:5]=1. (4) Given the product [ClH:44].[NH:8]1[CH2:13][CH2:12][CH:11]([NH:14][C:15]([C:17]2[C:21]3[N:22]=[CH:23][N:24]=[C:25]([C:26]4[C:34]5[O:33][CH2:32][O:31][C:30]=5[CH:29]=[CH:28][C:27]=4[O:35][CH2:36][CH:37]4[CH2:38][CH2:39]4)[C:20]=3[NH:19][CH:18]=2)=[O:16])[CH2:10][CH2:9]1, predict the reactants needed to synthesize it. The reactants are: C(OC([N:8]1[CH2:13][CH2:12][CH:11]([NH:14][C:15]([C:17]2[C:21]3[N:22]=[CH:23][N:24]=[C:25]([C:26]4[C:34]5[O:33][CH2:32][O:31][C:30]=5[CH:29]=[CH:28][C:27]=4[O:35][CH2:36][CH:37]4[CH2:39][CH2:38]4)[C:20]=3[NH:19][CH:18]=2)=[O:16])[CH2:10][CH2:9]1)=O)(C)(C)C.CC(O)C.[ClH:44].C(OC)(C)(C)C. (5) Given the product [CH3:1][N:2]1[C:7](=[O:8])[C:6]2=[C:9]([S@@:26]([CH3:27])=[O:34])[N:10]([CH2:12][C:13]3[CH:14]=[CH:15][C:16]([C:19]4[CH:24]=[CH:23][CH:22]=[C:21]([F:25])[N:20]=4)=[CH:17][CH:18]=3)[N:11]=[C:5]2[N:4]2[C@H:28]3[CH2:33][CH2:32][CH2:31][C@H:29]3[N:30]=[C:3]12, predict the reactants needed to synthesize it. The reactants are: [CH3:1][N:2]1[C:7](=[O:8])[C:6]2=[C:9]([S:26][CH3:27])[N:10]([CH2:12][C:13]3[CH:18]=[CH:17][C:16]([C:19]4[CH:24]=[CH:23][CH:22]=[C:21]([F:25])[N:20]=4)=[CH:15][CH:14]=3)[N:11]=[C:5]2[N:4]2[C@H:28]3[CH2:33][CH2:32][CH2:31][C@H:29]3[N:30]=[C:3]12.[OH:34]OS([O-])=O.[K+]. (6) Given the product [Cl:1][C:2]1[CH:3]=[C:4]([CH2:10][C:11]([O:13][CH3:14])=[O:12])[CH:5]=[C:6]([Cl:9])[C:7]=1[O:8][CH3:15], predict the reactants needed to synthesize it. The reactants are: [Cl:1][C:2]1[CH:3]=[C:4]([CH2:10][C:11]([O:13][CH3:14])=[O:12])[CH:5]=[C:6]([Cl:9])[C:7]=1[OH:8].[CH3:15][Si](C=[N+]=[N-])(C)C.